Task: Predict the reaction yield, written as a fraction of the theoretical maximum amount of product (1.0 means a 100% yield; for example, 0.34 means a 34% yield).. Dataset: Reaction yield outcomes from USPTO patents with 853,638 reactions (1) The reactants are [C:1]([C:5]1[O:9][N:8]=[C:7]([NH:10][C:11]([NH:13][C:14]2[CH:19]=[CH:18][CH:17]=[C:16]([O:20][C:21]3[C:30]4[C:25](=[CH:26][C:27]([O:34][CH2:35][CH3:36])=[C:28]([O:31][CH2:32][CH3:33])[CH:29]=4)[N:24]=[CH:23][N:22]=3)[CH:15]=2)=[O:12])[CH:6]=1)([CH3:4])([CH3:3])[CH3:2].[ClH:37].CCOCC. The catalyst is C(Cl)Cl.CO. The product is [ClH:37].[C:1]([C:5]1[O:9][N:8]=[C:7]([NH:10][C:11]([NH:13][C:14]2[CH:19]=[CH:18][CH:17]=[C:16]([O:20][C:21]3[C:30]4[C:25](=[CH:26][C:27]([O:34][CH2:35][CH3:36])=[C:28]([O:31][CH2:32][CH3:33])[CH:29]=4)[N:24]=[CH:23][N:22]=3)[CH:15]=2)=[O:12])[CH:6]=1)([CH3:3])([CH3:2])[CH3:4]. The yield is 0.200. (2) The reactants are B.O1CCCC1.[F:7][C:8]1[C:9]([C:16](O)=[O:17])=[CH:10][C:11]([O:14][CH3:15])=[N:12][CH:13]=1. The catalyst is C1COCC1. The product is [F:7][C:8]1[C:9]([CH2:16][OH:17])=[CH:10][C:11]([O:14][CH3:15])=[N:12][CH:13]=1. The yield is 0.770. (3) The reactants are N[C:2]1[C:11]2[C:6](=[CH:7][C:8]([S:13]([OH:16])(=[O:15])=[O:14])=[CH:9][C:10]=2[OH:12])[CH:5]=[C:4]([S:17]([OH:20])(=[O:19])=[O:18])[CH:3]=1.N([O-])=O.[Na+].[Cl-].[Na+].[BrH:27]. The catalyst is O.[Cu]Br. The product is [Br:27][C:2]1[C:11]2[C:6](=[CH:7][C:8]([S:13]([OH:16])(=[O:15])=[O:14])=[CH:9][C:10]=2[OH:12])[CH:5]=[C:4]([S:17]([OH:20])(=[O:19])=[O:18])[CH:3]=1. The yield is 0.740. (4) The reactants are Cl.[NH2:2][C@H:3]1[CH2:8][CH2:7][C@H:6]([C:9](O)=[O:10])[CH2:5][CH2:4]1.[H-].[Al+3].[Li+].[H-].[H-].[H-].O.[OH-].[Na+]. The catalyst is C1COCC1.C(Cl)Cl. The product is [NH2:2][C@H:3]1[CH2:8][CH2:7][C@H:6]([CH2:9][OH:10])[CH2:5][CH2:4]1. The yield is 0.900. (5) The reactants are Br[CH2:2][C:3]#[C:4][C:5]1[C:14]2[C:9](=[CH:10][CH:11]=[CH:12][CH:13]=2)[CH:8]=[CH:7][CH:6]=1.[C:15]1([CH2:21][CH2:22][CH2:23][C:24]([O:26][CH3:27])=[O:25])[CH:20]=[CH:19][CH:18]=[CH:17][CH:16]=1. No catalyst specified. The product is [C:5]1([C:4]#[C:3][CH2:2][CH:23]([CH2:22][CH2:21][C:15]2[CH:16]=[CH:17][CH:18]=[CH:19][CH:20]=2)[C:24]([O:26][CH3:27])=[O:25])[C:14]2[C:9](=[CH:10][CH:11]=[CH:12][CH:13]=2)[CH:8]=[CH:7][CH:6]=1. The yield is 0.600. (6) The reactants are [CH3:1][O:2][C:3]1[C:4]2[C:15]([C:16]3[CH:21]=[CH:20][CH:19]=[CH:18][CH:17]=3)=[C:14]([C:22]3[CH:27]=[CH:26][C:25]([C:28]4([NH:32][C:33](=[O:39])[O:34][C:35]([CH3:38])([CH3:37])[CH3:36])[CH2:31][CH2:30][CH2:29]4)=[CH:24][CH:23]=3)[O:13][C:5]=2[N:6]=[C:7](S(C)(=O)=O)[N:8]=1.[OH-].[NH4+:41]. The catalyst is C(OCC)(=O)C. The product is [NH2:41][C:7]1[N:8]=[C:3]([O:2][CH3:1])[C:4]2[C:15]([C:16]3[CH:21]=[CH:20][CH:19]=[CH:18][CH:17]=3)=[C:14]([C:22]3[CH:27]=[CH:26][C:25]([C:28]4([NH:32][C:33](=[O:39])[O:34][C:35]([CH3:38])([CH3:37])[CH3:36])[CH2:31][CH2:30][CH2:29]4)=[CH:24][CH:23]=3)[O:13][C:5]=2[N:6]=1. The yield is 0.630.